Dataset: Catalyst prediction with 721,799 reactions and 888 catalyst types from USPTO. Task: Predict which catalyst facilitates the given reaction. (1) Reactant: [OH:1][C@@H:2]([C:35]#[C:36][CH3:37])[C@@H:3]([N:16]1[CH2:20][CH2:19][C@H:18]([NH:21][C:22](=[O:33])[C:23]2[CH:28]=[CH:27][CH:26]=[C:25]([C:29]([F:32])([F:31])[F:30])[CH:24]=2)[C:17]1=[O:34])[CH2:4][NH:5]C(=O)OCC1C=CC=CC=1. Product: [NH2:5][CH2:4][C@H:3]([N:16]1[CH2:20][CH2:19][C@H:18]([NH:21][C:22](=[O:33])[C:23]2[CH:28]=[CH:27][CH:26]=[C:25]([C:29]([F:31])([F:32])[F:30])[CH:24]=2)[C:17]1=[O:34])[C@@H:2]([OH:1])[CH2:35][CH2:36][CH3:37]. The catalyst class is: 19. (2) The catalyst class is: 9. Product: [CH2:7]([O:9][C:10]([C:12]1[N:13]([CH3:18])[N:14]=[C:15]([O:17][CH:20]([F:26])[F:25])[CH:16]=1)=[O:11])[CH3:8]. Reactant: C(=O)([O-])[O-].[K+].[K+].[CH2:7]([O:9][C:10]([C:12]1[N:13]([CH3:18])[N:14]=[C:15]([OH:17])[CH:16]=1)=[O:11])[CH3:8].Cl[C:20]([F:26])([F:25])C(OC)=O.